From a dataset of Full USPTO retrosynthesis dataset with 1.9M reactions from patents (1976-2016). Predict the reactants needed to synthesize the given product. The reactants are: [C:1]([CH2:6][C:7]([O:9][CH2:10][CH3:11])=[O:8])(=[O:5])[CH2:2][CH2:3][CH3:4].C(OCC)(=O)CC(C)=O. Given the product [OH:5][CH:1]([CH2:2][CH2:3][CH3:4])[CH2:6][C:7]([O:9][CH2:10][CH3:11])=[O:8], predict the reactants needed to synthesize it.